This data is from Full USPTO retrosynthesis dataset with 1.9M reactions from patents (1976-2016). The task is: Predict the reactants needed to synthesize the given product. (1) Given the product [Cl:1][C:2]1[C:11]([CH:12]=[O:13])=[CH:10][C:9]2[C:4](=[CH:5][CH:6]=[C:7]([OH:14])[CH:8]=2)[N:3]=1, predict the reactants needed to synthesize it. The reactants are: [Cl:1][C:2]1[C:11]([CH:12]=[O:13])=[CH:10][C:9]2[C:4](=[CH:5][CH:6]=[C:7]([O:14]C)[CH:8]=2)[N:3]=1.B(Br)(Br)Br.C(=O)(O)[O-].[Na+]. (2) Given the product [OH:32][C:26]1[CH:25]=[CH:24][C:23]([CH2:18][CH2:19][CH2:20][CH2:21][CH3:22])=[CH:31][C:27]=1[C:14]1[NH:34][C:11](=[O:13])[C:10]2[C:9](=[CH:8][CH:7]=[C:6]([CH2:1][CH2:2][CH2:3][CH2:4][CH3:5])[CH:17]=2)[N:15]=1, predict the reactants needed to synthesize it. The reactants are: [CH2:1]([C:6]1[CH:17]=[C:10]2[C:11]([O:13][C:14](=O)[NH:15][C:9]2=[CH:8][CH:7]=1)=O)[CH2:2][CH2:3][CH2:4][CH3:5].[CH2:18]([C:23]1[CH:31]=[C:27](C(N)=O)[C:26]([OH:32])=[CH:25][CH:24]=1)[CH2:19][CH2:20][CH2:21][CH3:22].C[N:34](C=O)C. (3) Given the product [N:38]1([CH2:37][CH2:36][O:35][C:32]2[CH:33]=[C:34]3[C:26]([CH2:25][C:22]4[CH:23]=[CH:24][C:19]([NH:7][CH2:8][C:9]5[CH:10]=[CH:11][C:12]([C:15]([F:16])([F:17])[F:18])=[CH:13][CH:14]=5)=[N:20][CH:21]=4)=[CH:27][NH:28][C:29]3=[N:30][CH:31]=2)[CH2:43][CH2:42][O:41][CH2:40][CH2:39]1, predict the reactants needed to synthesize it. The reactants are: C(OC(=O)[N:7]([C:19]1[CH:24]=[CH:23][C:22]([CH:25](O)[C:26]2[C:34]3[C:29](=[N:30][CH:31]=[C:32]([O:35][CH2:36][CH2:37][N:38]4[CH2:43][CH2:42][O:41][CH2:40][CH2:39]4)[CH:33]=3)[NH:28][CH:27]=2)=[CH:21][N:20]=1)[CH2:8][C:9]1[CH:14]=[CH:13][C:12]([C:15]([F:18])([F:17])[F:16])=[CH:11][CH:10]=1)(C)(C)C.C([SiH](CC)CC)C.FC(F)(F)C(O)=O. (4) Given the product [CH2:1]([O:3][C:4]([C:6]1[C:7](=[O:18])[N:8]([CH2:22][CH2:23][C:24]([CH3:27])([CH3:26])[CH3:25])[N:9]=[C:10]([C:13]2[S:14][CH:15]=[CH:16][CH:17]=2)[C:11]=1[OH:12])=[O:5])[CH3:2], predict the reactants needed to synthesize it. The reactants are: [CH2:1]([O:3][C:4]([C:6]1[C:7](=[O:18])[NH:8][N:9]=[C:10]([C:13]2[S:14][CH:15]=[CH:16][CH:17]=2)[C:11]=1[OH:12])=[O:5])[CH3:2].[H-].[Na+].Br[CH2:22][CH2:23][C:24]([CH3:27])([CH3:26])[CH3:25]. (5) Given the product [C:1]([O:5][C:6](=[O:49])[CH2:7][N:8]([CH2:50][C:51]1[CH:56]=[CH:55][CH:54]=[CH:53][CH:52]=1)[C:9]([C@@H:11]1[CH2:15][C@@H:14]([S:16][C:17]([C:18]2[CH:19]=[CH:20][CH:21]=[CH:22][CH:23]=2)([C:30]2[CH:31]=[CH:32][CH:33]=[CH:34][CH:35]=2)[C:24]2[CH:29]=[CH:28][CH:27]=[CH:26][CH:25]=2)[CH2:13][N:12]1[S:36]([C:39]1[CH:48]=[CH:47][C:46]2[C:41](=[CH:42][CH:43]=[CH:44][CH:45]=2)[CH:40]=1)(=[O:38])=[O:37])=[O:10])([CH3:4])([CH3:2])[CH3:3], predict the reactants needed to synthesize it. The reactants are: [C:1]([O:5][C:6](=[O:49])[CH2:7][NH:8][C:9]([C@@H:11]1[CH2:15][C@@H:14]([S:16][C:17]([C:30]2[CH:35]=[CH:34][CH:33]=[CH:32][CH:31]=2)([C:24]2[CH:29]=[CH:28][CH:27]=[CH:26][CH:25]=2)[C:18]2[CH:23]=[CH:22][CH:21]=[CH:20][CH:19]=2)[CH2:13][N:12]1[S:36]([C:39]1[CH:48]=[CH:47][C:46]2[C:41](=[CH:42][CH:43]=[CH:44][CH:45]=2)[CH:40]=1)(=[O:38])=[O:37])=[O:10])([CH3:4])([CH3:3])[CH3:2].[CH2:50](Br)[C:51]1[CH:56]=[CH:55][CH:54]=[CH:53][CH:52]=1.[H-].[Na+].[NH4+].[Cl-].CCOC(C)=O.